Dataset: Reaction yield outcomes from USPTO patents with 853,638 reactions. Task: Predict the reaction yield, written as a fraction of the theoretical maximum amount of product (1.0 means a 100% yield; for example, 0.34 means a 34% yield). (1) The reactants are [Cl:1][C:2]1[CH:3]=[CH:4][C:5]2[N:11]([CH2:12][C:13]([CH3:17])([CH3:16])[CH2:14][OH:15])[C:10](=[O:18])[C@@H:9]([CH2:19][C:20]3[S:21][C:22]([CH2:25][CH2:26][C:27]([OH:29])=[O:28])=[CH:23][N:24]=3)[O:8][C@H:7]([C:30]3[CH:35]=[CH:34][CH:33]=[C:32]([O:36][CH3:37])[C:31]=3[O:38][CH3:39])[C:6]=2[CH:40]=1.N1C=CC=CC=1.[C:47](Cl)(=[O:49])[CH3:48].O. The catalyst is C1COCC1. The product is [C:47]([O:15][CH2:14][C:13]([CH3:16])([CH3:17])[CH2:12][N:11]1[C:5]2[CH:4]=[CH:3][C:2]([Cl:1])=[CH:40][C:6]=2[C@@H:7]([C:30]2[CH:35]=[CH:34][CH:33]=[C:32]([O:36][CH3:37])[C:31]=2[O:38][CH3:39])[O:8][C@H:9]([CH2:19][C:20]2[S:21][C:22]([CH2:25][CH2:26][C:27]([OH:29])=[O:28])=[CH:23][N:24]=2)[C:10]1=[O:18])(=[O:49])[CH3:48]. The yield is 0.930. (2) The reactants are [NH2:1][CH2:2][CH2:3][CH2:4][CH2:5][C@H:6]([NH:14][C:15](=[O:34])[NH:16][C@@H:17]([CH2:25][CH2:26][C:27]([O:29][C:30]([CH3:33])([CH3:32])[CH3:31])=[O:28])[C:18]([O:20][C:21]([CH3:24])([CH3:23])[CH3:22])=[O:19])[C:7]([O:9][C:10]([CH3:13])([CH3:12])[CH3:11])=[O:8].[C:35]([O:39][C:40](=[O:68])[CH2:41][N:42]1[CH:46]=[CH:45][N:44]=[C:43]1[CH2:47][N:48]([CH2:57][C:58]1[CH:63]=[CH:62][C:61]([O:64][CH2:65][C:66]#[CH:67])=[CH:60][CH:59]=1)[CH2:49][CH2:50][CH2:51][CH2:52][CH2:53][C:54](O)=[O:55])([CH3:38])([CH3:37])[CH3:36].CCN=C=NCCCN(C)C.C1C=CC2N(O)N=NC=2C=1.CCN(C(C)C)C(C)C. The catalyst is ClCCCl. The product is [C:35]([O:39][C:40](=[O:68])[CH2:41][N:42]1[CH:46]=[CH:45][N:44]=[C:43]1[CH2:47][N:48]([CH2:57][C:58]1[CH:63]=[CH:62][C:61]([O:64][CH2:65][C:66]#[CH:67])=[CH:60][CH:59]=1)[CH2:49][CH2:50][CH2:51][CH2:52][CH2:53][C:54](=[O:55])[NH:1][CH2:2][CH2:3][CH2:4][CH2:5][C@@H:6]([C:7]([O:9][C:10]([CH3:13])([CH3:12])[CH3:11])=[O:8])[NH:14][C:15](=[O:34])[NH:16][C@H:17]([C:18]([O:20][C:21]([CH3:22])([CH3:23])[CH3:24])=[O:19])[CH2:25][CH2:26][C:27]([O:29][C:30]([CH3:33])([CH3:32])[CH3:31])=[O:28])([CH3:36])([CH3:38])[CH3:37]. The yield is 0.570. (3) The reactants are [N+:1]([C:4]1[CH:13]=[C:12]2[C:7]([CH2:8][CH2:9][CH2:10][C:11]2=O)=[CH:6][CH:5]=1)([O-:3])=[O:2].[NH2:15][OH:16]. The catalyst is N1C=CC=CC=1. The product is [N+:1]([C:4]1[CH:13]=[C:12]2[C:7]([CH2:8][CH2:9][CH2:10][C:11]2=[N:15][OH:16])=[CH:6][CH:5]=1)([O-:3])=[O:2]. The yield is 0.880. (4) The reactants are [C:1]1([C:7]2([CH3:18])[C:12](=[O:13])[N:11]([CH2:14]C)[C:10](=[O:16])[NH:9][C:8]2=[O:17])[CH2:6][CH2:5][CH2:4][CH2:3]C=1.Br.Br[CH2:21][C:22]([C:24]1[CH:25]=[N:26][CH:27]=[CH:28][CH:29]=1)=[O:23]. No catalyst specified. The product is [C:1]1([C:7]2([CH3:18])[C:12](=[O:13])[N:11]([CH3:14])[C:10](=[O:16])[N:9]([CH2:21][C:22](=[O:23])[C:24]3[CH:25]=[N:26][CH:27]=[CH:28][CH:29]=3)[C:8]2=[O:17])[CH2:6][CH2:5][CH2:4][CH:3]=1. The yield is 0.350. (5) The reactants are [CH2:1]([O:8][N:9]1[C:15](=[O:16])[N:14]2[CH2:17][C@H:10]1[CH2:11][CH2:12][C@H:13]2[C:18]([OH:20])=O)[C:2]1[CH:7]=[CH:6][CH:5]=[CH:4][CH:3]=1.C([N:23](CC)CC)C.ClC(OCC(C)C)=O.N. The catalyst is ClCCl.CCCCCC.C(OCC)(=O)C.O. The product is [CH2:1]([O:8][N:9]1[C:15](=[O:16])[N:14]2[CH2:17][C@H:10]1[CH2:11][CH2:12][C@H:13]2[C:18]([NH2:23])=[O:20])[C:2]1[CH:3]=[CH:4][CH:5]=[CH:6][CH:7]=1. The yield is 0.790. (6) The reactants are [CH3:1][C:2]1[CH:3]=[CH:4][C:5]([CH2:11][C:12](=[O:37])[N:13]2[CH2:36][CH2:35][C:16]3([CH2:19][N:18]([C@H:20]4[C:28]5[C:23](=[CH:24][C:25]([C:29]6[N:34]=[CH:33][CH:32]=[CH:31][N:30]=6)=[CH:26][CH:27]=5)[CH2:22][CH2:21]4)[CH2:17]3)[CH2:15][CH2:14]2)=[C:6]([CH:10]=1)[C:7](O)=[O:8].F[P-](F)(F)(F)(F)F.[N:45]1(O[P+](N(C)C)(N(C)C)N(C)C)C2C=CC=CC=2N=N1.N. The catalyst is CN(C)C=O. The product is [CH3:1][C:2]1[CH:3]=[CH:4][C:5]([CH2:11][C:12](=[O:37])[N:13]2[CH2:14][CH2:15][C:16]3([CH2:17][N:18]([C@H:20]4[C:28]5[C:23](=[CH:24][C:25]([C:29]6[N:30]=[CH:31][CH:32]=[CH:33][N:34]=6)=[CH:26][CH:27]=5)[CH2:22][CH2:21]4)[CH2:19]3)[CH2:35][CH2:36]2)=[C:6]([CH:10]=1)[C:7]([NH2:45])=[O:8]. The yield is 0.700.